From a dataset of Reaction yield outcomes from USPTO patents with 853,638 reactions. Predict the reaction yield, written as a fraction of the theoretical maximum amount of product (1.0 means a 100% yield; for example, 0.34 means a 34% yield). The reactants are [CH3:1][P:2](=[O:19])([CH3:18])[C:3]1[CH:8]=[CH:7][C:6]([N+:9]([O-])=O)=[C:5]([S:12]([CH:15]([CH3:17])[CH3:16])(=[O:14])=[O:13])[CH:4]=1. The catalyst is C(O)C.[Pd]. The product is [CH3:18][P:2]([C:3]1[CH:8]=[CH:7][C:6]([NH2:9])=[C:5]([S:12]([CH:15]([CH3:17])[CH3:16])(=[O:14])=[O:13])[CH:4]=1)([CH3:1])=[O:19]. The yield is 0.500.